This data is from Retrosynthesis with 50K atom-mapped reactions and 10 reaction types from USPTO. The task is: Predict the reactants needed to synthesize the given product. (1) The reactants are: COC(=O)C1=Cc2cc(-c3ccc(N4CCOCC4)cc3)ccc2N(S(C)(=O)=O)CC1. Given the product CS(=O)(=O)N1CCC(C(=O)O)=Cc2cc(-c3ccc(N4CCOCC4)cc3)ccc21, predict the reactants needed to synthesize it. (2) Given the product COC(=O)c1ccc2c(c1)Cc1cc(C)ccc1O2, predict the reactants needed to synthesize it. The reactants are: CO.Cc1ccc2c(c1)Cc1cc(C(=O)O)ccc1O2.